Predict which catalyst facilitates the given reaction. From a dataset of Catalyst prediction with 721,799 reactions and 888 catalyst types from USPTO. (1) Reactant: Br[C:2]1[CH:11]=[C:10]2[C:5]([CH2:6][CH2:7][CH:8]([CH:12]3[CH2:16][CH2:15][CH2:14][O:13]3)[O:9]2)=[CH:4][CH:3]=1.[B:17]1([B:17]2[O:21][C:20]([CH3:23])([CH3:22])[C:19]([CH3:25])([CH3:24])[O:18]2)[O:21][C:20]([CH3:23])([CH3:22])[C:19]([CH3:25])([CH3:24])[O:18]1.C1(P(C2CCCCC2)C2C=CC=CC=2C2C(OC)=CC=CC=2OC)CCCCC1.P([O-])([O-])([O-])=O.[K+].[K+].[K+]. Product: [O:13]1[CH2:14][CH2:15][CH2:16][CH:12]1[CH:8]1[CH2:7][CH2:6][C:5]2[C:10](=[CH:11][C:2]([B:17]3[O:21][C:20]([CH3:23])([CH3:22])[C:19]([CH3:25])([CH3:24])[O:18]3)=[CH:3][CH:4]=2)[O:9]1. The catalyst class is: 167. (2) Reactant: [F:1][C@H:2]([CH2:13][CH2:14][C:15]1[N:16]=[N:17][C:18](I)=[CH:19][CH:20]=1)[CH2:3][N:4]1[CH:8]=[C:7]([C:9]([NH:11][CH3:12])=[O:10])[N:6]=[N:5]1.[CH3:22][C:23]1[N:28]=[C:27]([CH2:29][C:30]([NH2:32])=[O:31])[CH:26]=[C:25]([C:33]([F:36])([F:35])[F:34])[CH:24]=1.C([O-])([O-])=O.[Cs+].[Cs+].CC1(C)C2C(=C(P(C3C=CC=CC=3)C3C=CC=CC=3)C=CC=2)OC2C(P(C3C=CC=CC=3)C3C=CC=CC=3)=CC=CC1=2. Product: [F:1][C@H:2]([CH2:13][CH2:14][C:15]1[N:16]=[N:17][C:18]([NH:32][C:30](=[O:31])[CH2:29][C:27]2[CH:26]=[C:25]([C:33]([F:34])([F:35])[F:36])[CH:24]=[C:23]([CH3:22])[N:28]=2)=[CH:19][CH:20]=1)[CH2:3][N:4]1[CH:8]=[C:7]([C:9]([NH:11][CH3:12])=[O:10])[N:6]=[N:5]1. The catalyst class is: 12. (3) The catalyst class is: 1. Reactant: [N:1]([CH:4]([CH:10]([O:17][C:18]1[CH:23]=[CH:22][C:21]([F:24])=[CH:20][C:19]=1[N+:25]([O-:27])=[O:26])[C:11]1[CH:16]=[CH:15][CH:14]=[CH:13][CH:12]=1)[C:5]([O:7][CH2:8][CH3:9])=[O:6])=[N+]=[N-].C1(P(C2C=CC=CC=2)C2C=CC=CC=2)C=CC=CC=1.O. Product: [NH2:1][CH:4]([CH:10]([O:17][C:18]1[CH:23]=[CH:22][C:21]([F:24])=[CH:20][C:19]=1[N+:25]([O-:27])=[O:26])[C:11]1[CH:12]=[CH:13][CH:14]=[CH:15][CH:16]=1)[C:5]([O:7][CH2:8][CH3:9])=[O:6]. (4) Reactant: Br[C:2]1[CH2:6][CH2:5][CH2:4][C:3]=1[N:7]1[C:15]2[CH:14]=[CH:13][C:12]([CH3:16])=[CH:11][C:10]=2[C:9]2[CH2:17][N:18]([CH3:21])[CH2:19][CH2:20][C:8]1=2.[CH3:22][C:23]1[CH:27]=[CH:26][S:25][C:24]=1B1OC(C)(C)C(C)(C)O1.C(=O)([O-])[O-].[K+].[K+]. Product: [CH3:21][N:18]1[CH2:19][CH2:20][C:8]2[N:7]([C:3]3[CH2:4][CH2:5][CH2:6][C:2]=3[C:24]3[S:25][CH:26]=[CH:27][C:23]=3[CH3:22])[C:15]3[CH:14]=[CH:13][C:12]([CH3:16])=[CH:11][C:10]=3[C:9]=2[CH2:17]1. The catalyst class is: 108. (5) Reactant: CO[C:3]([C:5]1[CH:10]=[CH:9][C:8](B(O)O)=[CH:7][CH:6]=1)=O.[NH2:14][C:15]1[CH2:16][C:17]([C:27]([N:29]([CH2:33][CH2:34][CH3:35])[CH2:30][CH2:31][CH3:32])=[O:28])=[CH:18][C:19]2[CH:25]=[CH:24]C(Br)=[CH:22][C:20]=2[N:21]=1.C(=O)([O-])[O-:37].[K+].[K+].[CH3:42][CH2:43][O:44][C:45]([CH3:47])=[O:46]. Product: [NH2:14][C:15]1[CH2:16][C:17]([C:27](=[O:28])[N:29]([CH2:30][CH2:31][CH3:32])[CH2:33][CH2:34][CH3:35])=[CH:18][C:19]2[CH:25]=[CH:24][C:3]([C:5]3[CH:6]=[CH:7][C:8]([O:37][CH2:47][C:45]([O:44][CH2:43][CH3:42])=[O:46])=[CH:9][CH:10]=3)=[CH:22][C:20]=2[N:21]=1. The catalyst class is: 790. (6) Reactant: [Br:1][C:2]1[CH:3]=[CH:4][C:5]([NH:8][NH2:9])=[N:6][CH:7]=1.Cl[C:11](Cl)([O:13]C(=O)OC(Cl)(Cl)Cl)Cl. Product: [Br:1][C:2]1[CH:3]=[CH:4][C:5]2[N:6]([C:11](=[O:13])[NH:9][N:8]=2)[CH:7]=1. The catalyst class is: 68.